Task: Predict the reaction yield, written as a fraction of the theoretical maximum amount of product (1.0 means a 100% yield; for example, 0.34 means a 34% yield).. Dataset: Reaction yield outcomes from USPTO patents with 853,638 reactions The reactants are [Br:1][C:2]1[CH:33]=[CH:32][C:5]([CH2:6][C:7]2([CH3:31])[CH2:16][C:15]3[C:10](=[CH:11][C:12]([C:17]4[CH:18]=[N:19][CH:20]=[C:21]([Cl:23])[CH:22]=4)=[CH:13][CH:14]=3)[C:9]3([C:27](=[O:28])[N:26]([CH3:29])[C:25](=S)[NH:24]3)[CH2:8]2)=[CH:4][CH:3]=1.CO.C(OO)(C)(C)C.[NH4+:42].[OH-]. The catalyst is O. The product is [NH2:42][C:25]1[N:26]([CH3:29])[C:27](=[O:28])[C@:9]2([N:24]=1)[C:10]1[C:15](=[CH:14][CH:13]=[C:12]([C:17]3[CH:18]=[N:19][CH:20]=[C:21]([Cl:23])[CH:22]=3)[CH:11]=1)[CH2:16][C@@:7]([CH2:6][C:5]1[CH:32]=[CH:33][C:2]([Br:1])=[CH:3][CH:4]=1)([CH3:31])[CH2:8]2. The yield is 0.0800.